From a dataset of CYP1A2 inhibition data for predicting drug metabolism from PubChem BioAssay. Regression/Classification. Given a drug SMILES string, predict its absorption, distribution, metabolism, or excretion properties. Task type varies by dataset: regression for continuous measurements (e.g., permeability, clearance, half-life) or binary classification for categorical outcomes (e.g., BBB penetration, CYP inhibition). Dataset: cyp1a2_veith. (1) The drug is Cc1ccccc1-n1ncc2c(SCC(=O)N3c4ccccc4CC3C)ncnc21. The result is 0 (non-inhibitor). (2) The drug is CCC1CCCCN1CCCNC(=O)Cn1nc(-c2ccc(C)cc2)ccc1=O. The result is 0 (non-inhibitor). (3) The molecule is Cn1cc(/C=C2/SC(=O)N(CC(=O)Nc3ccc4c(c3)OCO4)C2=O)c2ccccc21. The result is 0 (non-inhibitor). (4) The compound is CCOc1cccc(/C(O)=C2/C(=O)C(=O)N(Cc3cccnc3)C2c2ccco2)c1. The result is 0 (non-inhibitor). (5) The compound is Cc1[nH]c2ccccc2c1/C=C/c1cc[n+](C)cc1.[I-]. The result is 1 (inhibitor). (6) The drug is CCCCCC(=O)Nc1cccc(-c2nc3ncccc3o2)c1. The result is 1 (inhibitor).